Task: Regression. Given a peptide amino acid sequence and an MHC pseudo amino acid sequence, predict their binding affinity value. This is MHC class I binding data.. Dataset: Peptide-MHC class I binding affinity with 185,985 pairs from IEDB/IMGT (1) The binding affinity (normalized) is 0.0847. The MHC is HLA-B15:17 with pseudo-sequence HLA-B15:17. The peptide sequence is CFMYSDFHF. (2) The peptide sequence is KPIPHRTVL. The MHC is HLA-B51:01 with pseudo-sequence HLA-B51:01. The binding affinity (normalized) is 0.0847. (3) The peptide sequence is CLERDLQRL. The MHC is HLA-A02:01 with pseudo-sequence HLA-A02:01. The binding affinity (normalized) is 0.149. (4) The peptide sequence is RMMGKTNPL. The MHC is HLA-C12:03 with pseudo-sequence HLA-C12:03. The binding affinity (normalized) is 0.533.